From a dataset of Reaction yield outcomes from USPTO patents with 853,638 reactions. Predict the reaction yield, written as a fraction of the theoretical maximum amount of product (1.0 means a 100% yield; for example, 0.34 means a 34% yield). (1) The yield is 0.530. The catalyst is CO. The reactants are Cl[C:2]1[C:11]([F:12])=[C:10]([Cl:13])[C:9]2[C:4](=[CH:5][CH:6]=[C:7]([O:14][CH3:15])[CH:8]=2)[N:3]=1.[CH3:16][O-:17].[Na+]. The product is [Cl:13][C:10]1[C:9]2[C:4](=[CH:5][CH:6]=[C:7]([O:14][CH3:15])[CH:8]=2)[N:3]=[C:2]([O:17][CH3:16])[C:11]=1[F:12]. (2) The reactants are [C:1]([O:5][C:6]([N:8]1[CH2:13][CH2:12][NH:11][CH2:10][CH2:9]1)=[O:7])([CH3:4])([CH3:3])[CH3:2].Br[CH2:15][CH2:16][N:17]1[C:21](=[O:22])[C:20]2=[CH:23][CH:24]=[CH:25][CH:26]=[C:19]2[C:18]1=[O:27].C(=O)([O-])[O-].[K+].[K+]. The catalyst is CN(C=O)C. The product is [O:27]=[C:18]1[C:19]2[C:20](=[CH:23][CH:24]=[CH:25][CH:26]=2)[C:21](=[O:22])[N:17]1[CH2:16][CH2:15][N:11]1[CH2:12][CH2:13][N:8]([C:6]([O:5][C:1]([CH3:4])([CH3:2])[CH3:3])=[O:7])[CH2:9][CH2:10]1. The yield is 0.690. (3) The reactants are [N+:1]([C:4]1[CH:9]=[CH:8][CH:7]=[C:6]([NH2:10])[C:5]=1[NH2:11])([O-:3])=[O:2].[CH:12](O)=O. No catalyst specified. The product is [N+:1]([C:4]1[C:5]2[N:11]=[CH:12][NH:10][C:6]=2[CH:7]=[CH:8][CH:9]=1)([O-:3])=[O:2]. The yield is 0.940. (4) The reactants are [C:1]([O:5][C:6](=[O:23])[NH:7][C:8]1[CH:13]=[CH:12][C:11]([O:14][C:15]2[CH:16]=[N:17][C:18]([CH2:21][OH:22])=[CH:19][CH:20]=2)=[CH:10][CH:9]=1)([CH3:4])([CH3:3])[CH3:2]. The catalyst is C(Cl)Cl.O=[Mn]=O. The product is [C:1]([O:5][C:6](=[O:23])[NH:7][C:8]1[CH:9]=[CH:10][C:11]([O:14][C:15]2[CH:16]=[N:17][C:18]([CH:21]=[O:22])=[CH:19][CH:20]=2)=[CH:12][CH:13]=1)([CH3:4])([CH3:2])[CH3:3]. The yield is 0.950.